This data is from Forward reaction prediction with 1.9M reactions from USPTO patents (1976-2016). The task is: Predict the product of the given reaction. (1) Given the reactants [F:1][C:2]1[CH:19]=[CH:18][C:5]([C:6]([NH:8][CH:9]2[CH2:17][C:16]3[C:11](=[CH:12][CH:13]=[CH:14][CH:15]=3)[CH2:10]2)=[O:7])=[CH:4][CH:3]=1.[N+:20]([O-])([OH:22])=[O:21].S(=O)(=O)(O)O, predict the reaction product. The product is: [F:1][C:2]1[CH:19]=[CH:18][C:5]([C:6]([NH:8][CH:9]2[CH2:10][C:11]3[C:16](=[CH:15][CH:14]=[C:13]([N+:20]([O-:22])=[O:21])[CH:12]=3)[CH2:17]2)=[O:7])=[CH:4][CH:3]=1. (2) Given the reactants [Cl:1][C:2]1[CH:12]=[CH:11][CH:10]=[CH:9][C:3]=1[CH:4]=[CH:5][C:6](O)=[O:7].[BH4-].[Na+].Cl, predict the reaction product. The product is: [Cl:1][C:2]1[CH:12]=[CH:11][CH:10]=[CH:9][C:3]=1/[CH:4]=[CH:5]/[CH2:6][OH:7]. (3) Given the reactants [Cl:1][C:2]1[C:3]([CH3:29])=[C:4]([NH:10][C:11]([N:13]2[CH2:17][CH2:16][C@H:15]([O:18][Si:19]([C:22]([CH3:25])([CH3:24])[CH3:23])([CH3:21])[CH3:20])[C@@:14]2([CH2:27]O)[CH3:26])=[O:12])[CH:5]=[CH:6][C:7]=1[C:8]#[N:9].CC(C)([O-])C.[K+].C1(C)C=CC(S(Cl)(=O)=O)=CC=1, predict the reaction product. The product is: [Si:19]([O:18][C@@H:15]1[C@@:14]2([CH3:26])[N:13](/[C:11](=[N:10]/[C:4]3[CH:5]=[CH:6][C:7]([C:8]#[N:9])=[C:2]([Cl:1])[C:3]=3[CH3:29])/[O:12][CH2:27]2)[CH2:17][CH2:16]1)([C:22]([CH3:23])([CH3:25])[CH3:24])([CH3:20])[CH3:21].[Cl:1][C:2]1[C:3]([CH3:29])=[C:4]([N:10]2[CH2:26][C@@:14]3([CH3:27])[C@@H:15]([OH:18])[CH2:16][CH2:17][N:13]3[C:11]2=[O:12])[CH:5]=[CH:6][C:7]=1[C:8]#[N:9]. (4) Given the reactants Br[C:2]1[N:6]([CH:7]([CH3:9])[CH3:8])[C:5]2[CH:10]([C:23]3[CH:28]=[CH:27][C:26]([Cl:29])=[CH:25][N:24]=3)[N:11]([C:14]3[C:15](=[O:22])[N:16]([CH3:21])[CH:17]=[C:18]([Cl:20])[CH:19]=3)[C:12](=[O:13])[C:4]=2[CH:3]=1.[CH3:30][O:31][C:32]1[N:37]=[C:36]([O:38][CH3:39])[C:35](B(O)O)=[CH:34][N:33]=1.BrC1N(C(C)C)C2C(C3C=CC(Cl)=CC=3)N(C3C=C(Cl)C=CC=3C)C(=O)C=2C=1.COC1C(B2OC(C)(C)C(C)(C)O2)=CN=C(N)N=1, predict the reaction product. The product is: [Cl:20][C:18]1[CH:19]=[C:14]([N:11]2[C:12](=[O:13])[C:4]3[CH:3]=[C:2]([C:35]4[C:36]([O:38][CH3:39])=[N:37][C:32]([O:31][CH3:30])=[N:33][CH:34]=4)[N:6]([CH:7]([CH3:9])[CH3:8])[C:5]=3[CH:10]2[C:23]2[CH:28]=[CH:27][C:26]([Cl:29])=[CH:25][N:24]=2)[C:15](=[O:22])[N:16]([CH3:21])[CH:17]=1. (5) Given the reactants [CH3:1][N:2]1[C:10]2[C:5](=[CH:6][C:7]([CH:11]=[O:12])=[CH:8][CH:9]=2)[CH:4]=[CH:3]1.[Cl:13]N1C(=O)CCC1=O, predict the reaction product. The product is: [CH3:1][N:2]1[C:10]2[C:5](=[CH:6][C:7]([CH:11]=[O:12])=[CH:8][CH:9]=2)[C:4]([Cl:13])=[CH:3]1. (6) Given the reactants [Cl:1][C:2]1[CH:10]=[CH:9][CH:8]=[C:7]([CH3:11])[C:3]=1[C:4]([OH:6])=[O:5].[CH3:12]O, predict the reaction product. The product is: [Cl:1][C:2]1[CH:10]=[CH:9][CH:8]=[C:7]([CH3:11])[C:3]=1[C:4]([O:6][CH3:12])=[O:5]. (7) Given the reactants [NH:1]1[C:9]2[C:4](=[CH:5][C:6]([NH:10][C:11]3([CH2:15][OH:16])[CH2:14][CH2:13][CH2:12]3)=[CH:7][CH:8]=2)[CH:3]=[N:2]1.CCN(CC)CC.[CH3:24][S:25](Cl)(=[O:27])=[O:26], predict the reaction product. The product is: [NH:1]1[C:9]2[C:4](=[CH:5][C:6]([NH:10][C:11]3([CH2:15][O:16][S:25]([CH3:24])(=[O:27])=[O:26])[CH2:14][CH2:13][CH2:12]3)=[CH:7][CH:8]=2)[CH:3]=[N:2]1.